This data is from Full USPTO retrosynthesis dataset with 1.9M reactions from patents (1976-2016). The task is: Predict the reactants needed to synthesize the given product. (1) Given the product [O:42]=[C:40]1[C:39]2[C:38](=[CH:46][CH:45]=[CH:44][CH:43]=2)[C:37](=[O:47])[N:41]1[CH2:6][C:7]1[CH:8]=[C:9]2[C:14](=[CH:15][CH:16]=1)[C:13](=[O:17])[N:12]([CH2:18][CH:19]([CH3:21])[CH3:20])[C:11]([CH2:23][NH:24][C:25](=[O:26])[O:27][C:28]([CH3:29])([CH3:31])[CH3:30])=[C:10]2[C:7]1[CH:8]=[CH:9][CH:14]=[CH:15][CH:16]=1, predict the reactants needed to synthesize it. The reactants are: CS(O[CH2:6][C:7]1[CH:8]=[C:9]2[C:14](=[CH:15][CH:16]=1)[C:13](=[O:17])[N:12]([CH2:18][C:19](C)([CH3:21])[CH3:20])[C:11]([CH2:23][NH:24][C:25]([O:27][C:28]([CH3:31])([CH3:30])[CH3:29])=[O:26])=[C:10]2OCCCC)(=O)=O.[C:37]1(=[O:47])[NH:41][C:40](=[O:42])[C:39]2=[CH:43][CH:44]=[CH:45][CH:46]=[C:38]12.[K].O. (2) Given the product [CH2:7]([O:9][C:10]([C:12]1[O:20][C:19]2[CH:18]=[CH:17][N:16]=[CH:15][C:14]=2[C:13]=1[O:21][CH2:28][C:25]1[CH:26]=[CH:27][CH:22]=[CH:23][CH:24]=1)=[O:11])[CH3:8], predict the reactants needed to synthesize it. The reactants are: C([O-])([O-])=O.[K+].[K+].[CH2:7]([O:9][C:10]([C:12]1[O:20][C:19]2[CH:18]=[CH:17][N:16]=[CH:15][C:14]=2[C:13]=1[OH:21])=[O:11])[CH3:8].[CH:22]1[CH:27]=[CH:26][C:25]([CH2:28]Br)=[CH:24][CH:23]=1.O. (3) Given the product [CH3:1][O:2][C:3]([C@H:5]1[N:6]2[C:14](=[O:27])[C@@H:15]([NH:19][C:20]([O:22][C:23]([CH3:25])([CH3:24])[CH3:26])=[O:21])[CH2:16][CH:17]=[CH:18][CH2:11][C@H:7]2[CH2:8][CH2:9][CH2:10]1)=[O:4], predict the reactants needed to synthesize it. The reactants are: [CH3:1][O:2][C:3]([CH:5]1[CH2:10][CH2:9][CH2:8][CH:7]([CH2:11]C=C)[N:6]1[C:14](=[O:27])[CH:15]([NH:19][C:20]([O:22][C:23]([CH3:26])([CH3:25])[CH3:24])=[O:21])[CH2:16][CH:17]=[CH2:18])=[O:4].CS(C)=O.